This data is from Catalyst prediction with 721,799 reactions and 888 catalyst types from USPTO. The task is: Predict which catalyst facilitates the given reaction. (1) Reactant: [CH2:1]([O:3][C:4]1[CH:21]=[CH:20][C:7]([CH2:8][C@@H:9]([C:17]([OH:19])=O)[NH:10][C:11](=[O:16])[C:12]([F:15])([F:14])[F:13])=[CH:6][CH:5]=1)[CH3:2].FC(F)(F)C(OC(=O)C(F)(F)F)=O. Product: [CH2:1]([O:3][C:4]1[CH:5]=[C:6]2[C:7]([CH2:8][C@H:9]([NH:10][C:11](=[O:16])[C:12]([F:13])([F:14])[F:15])[C:17]2=[O:19])=[CH:20][CH:21]=1)[CH3:2]. The catalyst class is: 2. (2) Reactant: C([O-])([O-])=O.[Na+].[Na+].Br[C:8]1[CH:9]=[C:10]([C:14]([CH3:21])([O:16][Si:17]([CH3:20])([CH3:19])[CH3:18])[CH3:15])[CH:11]=[CH:12][CH:13]=1.[CH2:22]([C:24]([C:43]1[CH:56]=[CH:55][C:46]([O:47][CH2:48][C@@H:49]2[O:53][C:52](=[O:54])[CH2:51][CH2:50]2)=[C:45]([CH3:57])[CH:44]=1)([C:27]1[CH:32]=[CH:31][C:30](B2OC(C)(C)C(C)(C)O2)=[C:29]([CH3:42])[CH:28]=1)[CH2:25][CH3:26])[CH3:23].C(OCC)(=O)C. Product: [CH2:22]([C:24]([C:43]1[CH:56]=[CH:55][C:46]([O:47][CH2:48][C@@H:49]2[O:53][C:52](=[O:54])[CH2:51][CH2:50]2)=[C:45]([CH3:57])[CH:44]=1)([C:27]1[CH:32]=[CH:31][C:30]([C:8]2[CH:13]=[CH:12][CH:11]=[C:10]([C:14]([CH3:21])([O:16][Si:17]([CH3:20])([CH3:19])[CH3:18])[CH3:15])[CH:9]=2)=[C:29]([CH3:42])[CH:28]=1)[CH2:25][CH3:26])[CH3:23]. The catalyst class is: 9.